This data is from Acute oral toxicity (LD50) regression data from Zhu et al.. The task is: Regression/Classification. Given a drug SMILES string, predict its toxicity properties. Task type varies by dataset: regression for continuous values (e.g., LD50, hERG inhibition percentage) or binary classification for toxic/non-toxic outcomes (e.g., AMES mutagenicity, cardiotoxicity, hepatotoxicity). Dataset: ld50_zhu. (1) The compound is OC1CCCCC1c1ccccc1. The rat oral LD50 is 1.67, given as -log10 of the dose in mol/kg body weight (higher means more acutely toxic). (2) The compound is CCOCCO. The rat oral LD50 is 1.63, given as -log10 of the dose in mol/kg body weight (higher means more acutely toxic). (3) The drug is O=C(O)Cc1ccccc1. The rat oral LD50 is 1.78, given as -log10 of the dose in mol/kg body weight (higher means more acutely toxic). (4) The drug is COP(=S)(OC)SCSCC=C(Cl)Cl. The rat oral LD50 is 3.57, given as -log10 of the dose in mol/kg body weight (higher means more acutely toxic). (5) The rat oral LD50 is 1.74, given as -log10 of the dose in mol/kg body weight (higher means more acutely toxic). The compound is CCCCCCCCc1ccc(C)cc1O. (6) The molecule is Clc1cccc(C2CCCCC2)c1Cl. The rat oral LD50 is 1.68, given as -log10 of the dose in mol/kg body weight (higher means more acutely toxic).